Dataset: Full USPTO retrosynthesis dataset with 1.9M reactions from patents (1976-2016). Task: Predict the reactants needed to synthesize the given product. (1) Given the product [Cl:1][C:2]1[CH:3]=[C:4]([NH2:11])[C:5]2[O:9][CH2:8][CH2:7][C:6]=2[CH:10]=1, predict the reactants needed to synthesize it. The reactants are: [Cl:1][C:2]1[CH:3]=[C:4]([N+:11]([O-])=O)[C:5]2[O:9][CH2:8][CH2:7][C:6]=2[CH:10]=1.[Cl-].[NH4+]. (2) Given the product [F:33][C:34]([F:39])([F:38])[C:35]([OH:37])=[O:36].[N:1]1([CH:7]2[CH2:12][CH2:11][CH:10]([O:13][C:14]3[C:15]4[C:22]5[CH2:26][NH:25][CH2:24][CH2:23][C:21]=5[S:20][C:16]=4[N:17]=[CH:18][N:19]=3)[CH2:9][CH2:8]2)[CH2:2][CH2:3][O:4][CH2:5][CH2:6]1, predict the reactants needed to synthesize it. The reactants are: [N:1]1([CH:7]2[CH2:12][CH2:11][CH:10]([O:13][C:14]3[C:15]4[CH:22]=[C:21]([CH2:23][CH2:24][NH:25][C:26](=O)OC(C)(C)C)[S:20][C:16]=4[N:17]=[CH:18][N:19]=3)[CH2:9][CH2:8]2)[CH2:6][CH2:5][O:4][CH2:3][CH2:2]1.[F:33][C:34]([F:39])([F:38])[C:35]([OH:37])=[O:36]. (3) Given the product [CH3:49][N:40]1[CH2:39][CH2:2][N:1]([C:25]2[CH:26]=[CH:27][CH:28]=[C:29]3[C:24]=2[CH2:23][CH2:22][N:21]3[C:20](=[O:36])[CH2:19][C:17]2[NH:16][C:15](=[O:37])[CH:14]=[C:13]([N:7]3[CH2:8][CH2:9][O:10][CH2:11][CH2:12]3)[N:18]=2)[CH2:42][CH2:41]1, predict the reactants needed to synthesize it. The reactants are: [N:1]1C=CC=C[CH:2]=1.[N:7]1([C:13]2[N:18]=[C:17]([CH2:19][C:20](=[O:36])[N:21]3[C:29]4[C:24](=[C:25](C5C=CN=CC=5)[CH:26]=[CH:27][CH:28]=4)[CH2:23][CH2:22]3)[NH:16][C:15](=[O:37])[CH:14]=2)[CH2:12][CH2:11][O:10][CH2:9][CH2:8]1.Cl.[CH3:39][N:40]([CH3:49])[CH2:41][CH2:42]CN=C=NCC.N1(C2N=C(CC([O-])=O)NC(=O)C=2)CCOCC1.[Na+].